This data is from NCI-60 drug combinations with 297,098 pairs across 59 cell lines. The task is: Regression. Given two drug SMILES strings and cell line genomic features, predict the synergy score measuring deviation from expected non-interaction effect. (1) Drug 1: C1C(C(OC1N2C=NC3=C2NC=NCC3O)CO)O. Drug 2: C1C(C(OC1N2C=NC(=NC2=O)N)CO)O. Cell line: KM12. Synergy scores: CSS=15.7, Synergy_ZIP=-4.01, Synergy_Bliss=-0.813, Synergy_Loewe=-4.14, Synergy_HSA=-0.810. (2) Drug 1: CS(=O)(=O)OCCCCOS(=O)(=O)C. Drug 2: CC1C(C(CC(O1)OC2CC(CC3=C2C(=C4C(=C3O)C(=O)C5=C(C4=O)C(=CC=C5)OC)O)(C(=O)CO)O)N)O.Cl. Cell line: MDA-MB-231. Synergy scores: CSS=29.7, Synergy_ZIP=-2.15, Synergy_Bliss=-5.83, Synergy_Loewe=-32.6, Synergy_HSA=-6.08. (3) Drug 1: C1=CN(C(=O)N=C1N)C2C(C(C(O2)CO)O)O.Cl. Drug 2: CC(C)NC(=O)C1=CC=C(C=C1)CNNC.Cl. Cell line: SN12C. Synergy scores: CSS=13.4, Synergy_ZIP=-3.61, Synergy_Bliss=-1.39, Synergy_Loewe=-16.2, Synergy_HSA=-1.95. (4) Synergy scores: CSS=2.87, Synergy_ZIP=3.71, Synergy_Bliss=4.62, Synergy_Loewe=4.75, Synergy_HSA=4.80. Drug 2: CN1C=C(C=N1)C2=C3N=C(C(=C(N3N=C2)N)Br)C4CCCNC4. Drug 1: CC12CCC3C(C1CCC2NC(=O)OCC(F)(F)F)CCC4C3(C=CC(=O)N4C)C. Cell line: SW-620. (5) Drug 1: CN(C)C1=NC(=NC(=N1)N(C)C)N(C)C. Drug 2: CCC1(CC2CC(C3=C(CCN(C2)C1)C4=CC=CC=C4N3)(C5=C(C=C6C(=C5)C78CCN9C7C(C=CC9)(C(C(C8N6C)(C(=O)OC)O)OC(=O)C)CC)OC)C(=O)OC)O.OS(=O)(=O)O. Cell line: HCT116. Synergy scores: CSS=45.0, Synergy_ZIP=0.922, Synergy_Bliss=-1.12, Synergy_Loewe=-48.3, Synergy_HSA=-0.882. (6) Drug 1: COC1=C(C=C2C(=C1)N=CN=C2NC3=CC(=C(C=C3)F)Cl)OCCCN4CCOCC4. Drug 2: COC1=CC(=CC(=C1O)OC)C2C3C(COC3=O)C(C4=CC5=C(C=C24)OCO5)OC6C(C(C7C(O6)COC(O7)C8=CC=CS8)O)O. Cell line: TK-10. Synergy scores: CSS=45.6, Synergy_ZIP=-0.386, Synergy_Bliss=1.48, Synergy_Loewe=7.21, Synergy_HSA=8.55.